This data is from Catalyst prediction with 721,799 reactions and 888 catalyst types from USPTO. The task is: Predict which catalyst facilitates the given reaction. (1) Reactant: [CH3:1][O:2][C:3](=[O:12])[CH2:4][C:5]1[C:6]([CH3:11])=[N:7][NH:8][C:9]=1[CH3:10].[F:13][C:14]1[CH:21]=[C:20]([N+:22]([O-:24])=[O:23])[CH:19]=[CH:18][C:15]=1[CH2:16]Br.C([O-])([O-])=O.[K+].[K+]. Product: [CH3:1][O:2][C:3](=[O:12])[CH2:4][C:5]1[C:9]([CH3:10])=[N:8][N:7]([CH2:16][C:15]2[CH:18]=[CH:19][C:20]([N+:22]([O-:24])=[O:23])=[CH:21][C:14]=2[F:13])[C:6]=1[CH3:11]. The catalyst class is: 10. (2) Reactant: [CH:1]([N:4]1[CH:12]=[N:11][C:10]2[C:5]1=[N:6][C:7]([C:20]1[CH2:21][N:22]([C:26]([O:28][C:29]([CH3:32])([CH3:31])[CH3:30])=[O:27])[CH2:23][CH2:24][CH:25]=1)=[N:8][C:9]=2[NH:13][C:14]1[CH:15]=[N:16][N:17]([CH3:19])[CH:18]=1)([CH3:3])[CH3:2].C([O-])=O.[NH4+].C(OCC)(=O)C. Product: [CH:1]([N:4]1[CH:12]=[N:11][C:10]2[C:5]1=[N:6][C:7]([CH:20]1[CH2:25][CH2:24][CH2:23][N:22]([C:26]([O:28][C:29]([CH3:31])([CH3:30])[CH3:32])=[O:27])[CH2:21]1)=[N:8][C:9]=2[NH:13][C:14]1[CH:15]=[N:16][N:17]([CH3:19])[CH:18]=1)([CH3:2])[CH3:3]. The catalyst class is: 29. (3) Reactant: [CH3:1][C:2]1[C:6]([C:7]#[C:8][C:9]2[CH:14]=[CH:13][CH:12]=[CH:11][CH:10]=2)=[C:5]([NH:15]C(=O)C)[NH:4][N:3]=1.C(O)C.[OH-].[Na+]. Product: [CH3:1][C:2]1[C:6]([C:7]#[C:8][C:9]2[CH:14]=[CH:13][CH:12]=[CH:11][CH:10]=2)=[C:5]([NH2:15])[NH:4][N:3]=1. The catalyst class is: 84. (4) The catalyst class is: 52. Reactant: [N+:1]([C:4]1[CH:5]=[C:6]([CH:8]=[C:9]([N+:11]([O-:13])=[O:12])[CH:10]=1)[NH2:7])([O-:3])=[O:2].CO[CH:16]1[CH2:20][CH2:19][CH:18](OC)O1.O. Product: [N+:1]([C:4]1[CH:5]=[C:6]([N:7]2[CH:16]=[CH:20][CH:19]=[CH:18]2)[CH:8]=[C:9]([N+:11]([O-:13])=[O:12])[CH:10]=1)([O-:3])=[O:2]. (5) Reactant: [Cl:1][C:2]1[C:3]2[N:10]([CH2:11][CH2:12][CH2:13][O:14][CH2:15][CH2:16][O:17]C3CCCCO3)[CH:9]=[CH:8][C:4]=2[N:5]=[CH:6][N:7]=1.[Cl:24][C:25]1[CH:26]=[C:27]([CH:29]=[CH:30][C:31]=1[O:32][C:33]1[CH:38]=[CH:37][CH:36]=[C:35]([C:39]([F:42])([F:41])[F:40])[CH:34]=1)[NH2:28].C(=O)([O-])O.[Na+]. Product: [ClH:1].[Cl:24][C:25]1[CH:26]=[C:27]([NH:28][C:2]2[C:3]3[N:10]([CH2:11][CH2:12][CH2:13][O:14][CH2:15][CH2:16][OH:17])[CH:9]=[CH:8][C:4]=3[N:5]=[CH:6][N:7]=2)[CH:29]=[CH:30][C:31]=1[O:32][C:33]1[CH:38]=[CH:37][CH:36]=[C:35]([C:39]([F:41])([F:42])[F:40])[CH:34]=1. The catalyst class is: 32. (6) Reactant: Cl.Cl.[OH:3][C@@H:4]1[CH2:11][N:10]([CH2:12][CH2:13][CH2:14][N:15]2[CH2:20][CH2:19][NH:18][CH:17]([CH3:21])[C:16]2=[O:22])[CH2:9][CH2:8][C:5]21[CH2:7][CH2:6]2.[Cl:23][C:24]1[CH:25]=[C:26]([CH:32]=[CH:33][C:34]=1[Cl:35])[CH:27]=[CH:28][C:29](O)=[O:30].C(N(CC)CC)C.F[P-](F)(F)(F)(F)F.N1(OC(N(C)C)=[N+](C)C)C2N=CC=CC=2N=N1. Product: [Cl:23][C:24]1[CH:25]=[C:26](/[CH:27]=[CH:28]/[C:29]([N:18]2[CH2:19][CH2:20][N:15]([CH2:14][CH2:13][CH2:12][N:10]3[CH2:9][CH2:8][C:5]4([CH2:6][CH2:7]4)[C@H:4]([OH:3])[CH2:11]3)[C:16](=[O:22])[CH:17]2[CH3:21])=[O:30])[CH:32]=[CH:33][C:34]=1[Cl:35]. The catalyst class is: 9.